This data is from Peptide-MHC class I binding affinity with 185,985 pairs from IEDB/IMGT. The task is: Regression. Given a peptide amino acid sequence and an MHC pseudo amino acid sequence, predict their binding affinity value. This is MHC class I binding data. (1) The peptide sequence is RAAIDRQVSV. The MHC is HLA-A02:06 with pseudo-sequence HLA-A02:06. The binding affinity (normalized) is 0.505. (2) The peptide sequence is AHYEEDVNL. The MHC is HLA-A69:01 with pseudo-sequence HLA-A69:01. The binding affinity (normalized) is 0.0847.